The task is: Predict the product of the given reaction.. This data is from Forward reaction prediction with 1.9M reactions from USPTO patents (1976-2016). (1) Given the reactants [Cl:1][C:2]1[CH:9]=[CH:8][C:5]([C:6]#[N:7])=[CH:4][CH:3]=1.[H][H], predict the reaction product. The product is: [Cl:1][C:2]1[CH:9]=[CH:8][C:5]([CH2:6][NH2:7])=[CH:4][CH:3]=1. (2) Given the reactants C([Si:3](OC)(OC)OC)=C.[CH2:10]([O:14][C:15](=[O:18])[CH:16]=[CH2:17])[CH2:11][CH2:12][CH3:13], predict the reaction product. The product is: [SiH4:3].[CH2:10]([O:14][C:15](=[O:18])[CH:16]=[CH2:17])[CH2:11][CH2:12][CH3:13]. (3) Given the reactants Br[C:2]1[CH:14]=[CH:13][C:5]([C:6]([O:8][C:9]([CH3:12])([CH3:11])[CH3:10])=[O:7])=[C:4]([CH3:15])[CH:3]=1.[Cl:16][C:17]1[CH:18]=[C:19]([C:24]([OH:31])([CH:29]=[CH2:30])[C:25]([F:28])([F:27])[F:26])[CH:20]=[C:21]([Cl:23])[CH:22]=1, predict the reaction product. The product is: [Cl:16][C:17]1[CH:18]=[C:19]([C:24]([OH:31])([C:25]([F:26])([F:27])[F:28])/[CH:29]=[CH:30]/[C:2]2[CH:14]=[CH:13][C:5]([C:6]([O:8][C:9]([CH3:12])([CH3:11])[CH3:10])=[O:7])=[C:4]([CH3:15])[CH:3]=2)[CH:20]=[C:21]([Cl:23])[CH:22]=1. (4) Given the reactants [CH3:1][C:2]1[CH:8]=[CH:7][CH:6]=[CH:5][C:3]=1[NH2:4].C(OC=C(C(OCC)=O)C(OCC)=O)C.[Cl:24][C:25]1[C:34]2[C:29](=[C:30]([CH3:35])[CH:31]=[CH:32][CH:33]=2)[N:28]=[CH:27][CH:26]=1.C([O-])(O)=O.[Na+], predict the reaction product. The product is: [Cl:24][C:25]1[C:34]2[C:29](=[C:30]([CH3:35])[CH:31]=[CH:32][CH:33]=2)[N:28]=[CH:27][CH:26]=1.[CH3:1][C:2]1[CH:8]=[CH:7][CH:6]=[C:5]2[C:3]=1[N:4]=[CH:34][CH:25]=[C:26]2[C:27]#[N:28]. (5) Given the reactants C[O:2][C:3]1[CH:8]=[CH:7][C:6]([N:9]2[CH2:14][CH2:13][N:12]([C:15]3[CH:20]=[CH:19][C:18]([N:21]4[C:25](=[O:26])[N:24]([CH:27]([CH2:30][CH3:31])[CH2:28][CH3:29])[N:23]=[CH:22]4)=[CH:17][CH:16]=3)[CH2:11][CH2:10]2)=[CH:5][CH:4]=1, predict the reaction product. The product is: [OH:2][C:3]1[CH:8]=[CH:7][C:6]([N:9]2[CH2:10][CH2:11][N:12]([C:15]3[CH:16]=[CH:17][C:18]([N:21]4[C:25](=[O:26])[N:24]([CH:27]([CH2:30][CH3:31])[CH2:28][CH3:29])[N:23]=[CH:22]4)=[CH:19][CH:20]=3)[CH2:13][CH2:14]2)=[CH:5][CH:4]=1. (6) Given the reactants [Cl:1][C:2]1[N:7]=[C:6]([N:8]2[CH2:12][CH2:11][C:10]([CH2:15][CH3:16])([C:13]#[N:14])[C:9]2=[O:17])[CH:5]=[CH:4][N:3]=1.[NH2:18][C:19]1[CH:20]=[N:21][CH:22]=[CH:23][CH:24]=1.C(=O)([O-])[O-].[Cs+].[Cs+].C1(P(C2C=CC=CC=2)C2C=CC3C(=CC=CC=3)C=2C2C3C(=CC=CC=3)C=CC=2P(C2C=CC=CC=2)C2C=CC=CC=2)C=CC=CC=1, predict the reaction product. The product is: [ClH:1].[ClH:1].[CH2:15]([C:10]1([C:13]#[N:14])[CH2:11][CH2:12][N:8]([C:6]2[CH:5]=[CH:4][N:3]=[C:2]([NH:18][C:19]3[CH:20]=[N:21][CH:22]=[CH:23][CH:24]=3)[N:7]=2)[C:9]1=[O:17])[CH3:16].